This data is from Forward reaction prediction with 1.9M reactions from USPTO patents (1976-2016). The task is: Predict the product of the given reaction. Given the reactants [F:1][C:2]([F:12])([F:11])[C:3]1[CH:10]=[CH:9][CH:8]=[CH:7][C:4]=1[CH:5]=O.[OH-:13].[Na+].[NH2:15]O.Cl, predict the reaction product. The product is: [F:1][C:2]([F:12])([F:11])[C:3]1[CH:10]=[CH:9][CH:8]=[CH:7][C:4]=1[CH:5]=[N:15][OH:13].